This data is from Reaction yield outcomes from USPTO patents with 853,638 reactions. The task is: Predict the reaction yield, written as a fraction of the theoretical maximum amount of product (1.0 means a 100% yield; for example, 0.34 means a 34% yield). (1) The reactants are [F:1][C:2]1[CH:7]=[CH:6][C:5]([N:8]2[C:16]3[C:11](=[CH:12][C:13]([C:17]([C:30]4[CH:35]=[CH:34][CH:33]=[CH:32][CH:31]=4)=NNS(C4C=CC(C)=CC=4)(=O)=O)=[CH:14][CH:15]=3)[CH:10]=[N:9]2)=[CH:4][CH:3]=1.[OH-].[Na+].Cl.[C:39](#[N:42])[CH:40]=[CH2:41]. The catalyst is O1CCOCC1.[Cl-].[Na+].O. The product is [F:1][C:2]1[CH:7]=[CH:6][C:5]([N:8]2[C:16]3[C:11](=[CH:12][C:13]([C:17]4([C:30]5[CH:35]=[CH:34][CH:33]=[CH:32][CH:31]=5)[CH2:41][CH:40]4[C:39]#[N:42])=[CH:14][CH:15]=3)[CH:10]=[N:9]2)=[CH:4][CH:3]=1. The yield is 0.210. (2) The yield is 0.242. The product is [C:16]1([CH2:22][C:23]([N:13]2[CH2:14][CH2:15][C:10]3[NH:9][N:8]=[C:7]([C:1]4[CH:2]=[CH:3][CH:4]=[CH:5][CH:6]=4)[C:11]=3[CH2:12]2)=[O:24])[CH:21]=[CH:20][CH:19]=[CH:18][CH:17]=1. The catalyst is C(Cl)Cl.O. The reactants are [C:1]1([C:7]2[C:11]3[CH2:12][NH:13][CH2:14][CH2:15][C:10]=3[NH:9][N:8]=2)[CH:6]=[CH:5][CH:4]=[CH:3][CH:2]=1.[C:16]1([CH2:22][C:23](O)=[O:24])[CH:21]=[CH:20][CH:19]=[CH:18][CH:17]=1.CN(C(ON1N=NC2C=CC=NC1=2)=[N+](C)C)C.F[P-](F)(F)(F)(F)F.CCN(C(C)C)C(C)C. (3) The reactants are [Cl:1][C:2]1[CH:7]=[C:6]([Cl:8])[CH:5]=[CH:4][C:3]=1[CH2:9][C:10](=O)[CH2:11][F:12].N1C=CC=CC=1.Cl.[CH3:21][O:22][NH2:23]. The catalyst is CO. The product is [CH3:21][O:22][N:23]=[C:10]([CH2:11][F:12])[CH2:9][C:3]1[CH:4]=[CH:5][C:6]([Cl:8])=[CH:7][C:2]=1[Cl:1]. The yield is 1.00. (4) The reactants are C(OC(=O)[NH:7][CH2:8][CH2:9][CH2:10][N:11]([CH2:29][C@@H:30]1[C@@H:37]2[C@@H:33]([O:34]C(C)(C)[O:36]2)[C@H:32]([N:40]2[CH:48]=[N:47][C:46]3[C:41]2=[N:42][CH:43]=[N:44][C:45]=3[NH2:49])[O:31]1)[CH2:12][CH2:13][CH2:14][NH:15][C:16]([NH:18][C:19]1[CH:24]=[CH:23][C:22]([C:25]([CH3:28])([CH3:27])[CH3:26])=[CH:21][CH:20]=1)=[O:17])(C)(C)C. The catalyst is C(O)(C(F)(F)F)=O. The product is [NH2:49][C:45]1[N:44]=[CH:43][N:42]=[C:41]2[C:46]=1[N:47]=[CH:48][N:40]2[C@@H:32]1[O:31][C@H:30]([CH2:29][N:11]([CH2:10][CH2:9][CH2:8][NH2:7])[CH2:12][CH2:13][CH2:14][NH:15][C:16]([NH:18][C:19]2[CH:24]=[CH:23][C:22]([C:25]([CH3:28])([CH3:26])[CH3:27])=[CH:21][CH:20]=2)=[O:17])[C@@H:37]([OH:36])[C@H:33]1[OH:34]. The yield is 0.430.